From a dataset of Forward reaction prediction with 1.9M reactions from USPTO patents (1976-2016). Predict the product of the given reaction. The product is: [C:28]([O:27][C:25]([N:7]([CH2:8][CH2:9][N:10]([C:25]([O:27][C:28]([CH3:29])([CH3:30])[CH3:31])=[O:26])[CH2:11][CH2:12][N:13]([C:25]([O:27][C:28]([CH3:31])([CH3:30])[CH3:29])=[O:26])[CH2:14][CH3:15])[CH2:6][CH2:5][CH2:4][CH2:3][CH2:2][CH2:1][OH:16])=[O:26])([CH3:31])([CH3:30])[CH3:29]. Given the reactants [CH2:1]([OH:16])[CH2:2][CH2:3][CH2:4][CH2:5][CH2:6][NH:7][CH2:8][CH2:9][NH:10][CH2:11][CH2:12][NH:13][CH2:14][CH3:15].O([C:25]([O:27][C:28]([CH3:31])([CH3:30])[CH3:29])=[O:26])[C:25]([O:27][C:28]([CH3:31])([CH3:30])[CH3:29])=[O:26], predict the reaction product.